Dataset: Reaction yield outcomes from USPTO patents with 853,638 reactions. Task: Predict the reaction yield, written as a fraction of the theoretical maximum amount of product (1.0 means a 100% yield; for example, 0.34 means a 34% yield). (1) The reactants are [CH3:1][S:2]([NH:5][C:6]1[CH:11]=[CH:10][C:9]([C:12]2[N:13]=[C:14]3[C:20]4[CH:21]=[CH:22][CH:23]=[CH:24][C:19]=4[NH:18][C:17]4[N:25]=[CH:26][CH:27]=[CH:28][C:16]=4[N:15]3[C:29]=2[C:30]2[CH:35]=[CH:34][C:33]([C:36]3([NH:40]C(=O)OC(C)(C)C)[CH2:39][CH2:38][CH2:37]3)=[CH:32][CH:31]=2)=[CH:8][CH:7]=1)(=[O:4])=[O:3].[ClH:48].O1CCOCC1. The catalyst is C(Cl)Cl. The product is [ClH:48].[ClH:48].[ClH:48].[NH2:40][C:36]1([C:33]2[CH:32]=[CH:31][C:30]([C:29]3[N:15]4[C:16]5[CH:28]=[CH:27][CH:26]=[N:25][C:17]=5[NH:18][C:19]5[CH:24]=[CH:23][CH:22]=[CH:21][C:20]=5[C:14]4=[N:13][C:12]=3[C:9]3[CH:8]=[CH:7][C:6]([NH:5][S:2]([CH3:1])(=[O:4])=[O:3])=[CH:11][CH:10]=3)=[CH:35][CH:34]=2)[CH2:39][CH2:38][CH2:37]1. The yield is 0.779. (2) The reactants are [C:1]([C:5]1[CH:10]=[CH:9][C:8]([N+:11]([O-])=O)=[CH:7][C:6]=1[O:14][CH3:15])([CH3:4])([CH3:3])[CH3:2].C([O-])=O.[K+]. The catalyst is CCO.O.[Pd]. The product is [C:1]([C:5]1[CH:10]=[CH:9][C:8]([NH2:11])=[CH:7][C:6]=1[O:14][CH3:15])([CH3:4])([CH3:2])[CH3:3]. The yield is 0.720. (3) The reactants are [Cl:1][C:2]1[CH:10]=[CH:9][C:8]2[CH2:7][CH:6]([C:11](O)=[O:12])[CH2:5][C:4]=2[N:3]=1.[H-].[Al+3].[Li+].[H-].[H-].[H-].O.[OH-].[Na+]. The catalyst is O1CCCC1. The product is [Cl:1][C:2]1[CH:10]=[CH:9][C:8]2[CH2:7][CH:6]([CH2:11][OH:12])[CH2:5][C:4]=2[N:3]=1. The yield is 0.950. (4) The reactants are [F:1][C:2]1[CH:3]=[C:4]([NH2:24])[CH:5]=[CH:6][C:7]=1[O:8][C:9]1[CH:14]=[CH:13][N:12]=[C:11]2[CH:15]=[C:16]([C:18]3[N:19]([CH3:23])[CH:20]=[CH:21][N:22]=3)[S:17][C:10]=12.[CH3:25][N:26]([C:33]1[CH:38]=[CH:37][CH:36]=[CH:35][CH:34]=1)[C:27](=[O:32])[CH2:28][C:29](O)=[O:30].F[P-](F)(F)(F)(F)F.N1(O[P+](N(C)C)(N(C)C)N(C)C)C2C=CC=CC=2N=N1.CCN(C(C)C)C(C)C. The catalyst is CN(C=O)C.CCOC(C)=O.O. The product is [F:1][C:2]1[CH:3]=[C:4]([NH:24][C:29](=[O:30])[CH2:28][C:27]([N:26]([CH3:25])[C:33]2[CH:34]=[CH:35][CH:36]=[CH:37][CH:38]=2)=[O:32])[CH:5]=[CH:6][C:7]=1[O:8][C:9]1[CH:14]=[CH:13][N:12]=[C:11]2[CH:15]=[C:16]([C:18]3[N:19]([CH3:23])[CH:20]=[CH:21][N:22]=3)[S:17][C:10]=12. The yield is 0.300.